Dataset: CYP1A2 inhibition data for predicting drug metabolism from PubChem BioAssay. Task: Regression/Classification. Given a drug SMILES string, predict its absorption, distribution, metabolism, or excretion properties. Task type varies by dataset: regression for continuous measurements (e.g., permeability, clearance, half-life) or binary classification for categorical outcomes (e.g., BBB penetration, CYP inhibition). Dataset: cyp1a2_veith. (1) The result is 1 (inhibitor). The compound is COc1ccc(-c2nc3cnc(N(C)C)nc3n(-c3ccccc3)c2=O)cc1. (2) The drug is CC(=O)NBr. The result is 0 (non-inhibitor). (3) The compound is Cc1cc(-c2ccccc2)[nH]c(=O)c1S(=O)(=O)c1ccc(Cl)cc1. The result is 0 (non-inhibitor). (4) The compound is CC(C)NC(=O)N1CC[C@@]2(CCCN(S(=O)(=O)c3ccccc3)C2)C1. The result is 0 (non-inhibitor).